Dataset: Catalyst prediction with 721,799 reactions and 888 catalyst types from USPTO. Task: Predict which catalyst facilitates the given reaction. (1) Reactant: [CH2:1]([N:5]1[C:13]2[N:12]=[C:11]([Cl:14])[NH:10][C:9]=2[C:8](=[O:15])[N:7]([CH2:16][CH2:17]CCC2ON=C(C3C=CC=CC=3)C=2)[C:6]1=[O:31])[CH2:2][CH2:3][CH3:4].C(N1C2N=C(Cl)N(CC=C)C=2C(=O)NC1=O)CCC.[C:51]1([C:57]2[N:61]=[C:60]([S:62]CCO)[O:59][N:58]=2)[CH:56]=[CH:55][CH:54]=[CH:53][CH:52]=1. Product: [CH2:1]([N:5]1[C:13]2[N:12]=[C:11]([Cl:14])[NH:10][C:9]=2[C:8](=[O:15])[N:7]([CH2:16][CH2:17][S:62][C:60]2[O:59][N:58]=[C:57]([C:51]3[CH:56]=[CH:55][CH:54]=[CH:53][CH:52]=3)[N:61]=2)[C:6]1=[O:31])[CH2:2][CH2:3][CH3:4]. The catalyst class is: 73. (2) Reactant: [N+:1]([C:4]1[CH:5]=[C:6]([CH2:10][CH2:11][OH:12])[CH:7]=[CH:8][CH:9]=1)([O-])=O. Product: [NH2:1][C:4]1[CH:5]=[C:6]([CH2:10][CH2:11][OH:12])[CH:7]=[CH:8][CH:9]=1. The catalyst class is: 43. (3) Reactant: ClC1C=CC=C(C(OO)=[O:9])C=1.[F:12][C:13]1[C:22]([C:23](=[CH2:28])[C:24]([O:26][CH3:27])=[O:25])=[C:21]2[C:16]([CH:17]=[CH:18][C:19]([O:29][CH3:30])=[N:20]2)=[CH:15][CH:14]=1.FC1C(CC(OC)=O)=C2C(C=CC(OC)=N2)=CC=1.S([O-])([O-])=O.[Na+].[Na+].C(=O)(O)[O-].[Na+]. Product: [F:12][C:13]1[C:22]([C:23]2([C:24]([O:26][CH3:27])=[O:25])[CH2:28][O:9]2)=[C:21]2[C:16]([CH:17]=[CH:18][C:19]([O:29][CH3:30])=[N:20]2)=[CH:15][CH:14]=1. The catalyst class is: 46. (4) Reactant: [CH2:1]([C:3]1[CH:8]=[C:7]([O:9]COCC[Si](C)(C)C)[C:6]([F:18])=[CH:5][C:4]=1[C:19]1[N:24]=[C:23]2[N:25](C3CCCCO3)[N:26]=[CH:27][C:22]2=[C:21]([NH:34][CH2:35][C:36]2[CH:41]=[CH:40][CH:39]=[CH:38][C:37]=2[N:42]([CH3:52])[S:43]([C:46]2[CH:51]=[CH:50][CH:49]=[CH:48][CH:47]=2)(=[O:45])=[O:44])[N:20]=1)[CH3:2].C(O)(C(F)(F)F)=O.N1C(C)=CC=CC=1C.[Si:68](OS(C(F)(F)F)(=O)=O)([C:71]([CH3:74])([CH3:73])[CH3:72])([CH3:70])[CH3:69]. Product: [Si:68]([O:9][C:7]1[C:6]([F:18])=[CH:5][C:4]([C:19]2[N:24]=[C:23]3[NH:25][N:26]=[CH:27][C:22]3=[C:21]([NH:34][CH2:35][C:36]3[CH:41]=[CH:40][CH:39]=[CH:38][C:37]=3[N:42]([CH3:52])[S:43]([C:46]3[CH:51]=[CH:50][CH:49]=[CH:48][CH:47]=3)(=[O:44])=[O:45])[N:20]=2)=[C:3]([CH2:1][CH3:2])[CH:8]=1)([C:71]([CH3:74])([CH3:73])[CH3:72])([CH3:70])[CH3:69]. The catalyst class is: 1. (5) Reactant: [Br:1][C:2]1[CH:3]=[C:4]([OH:8])[CH:5]=[N:6][CH:7]=1.C([O-])([O-])=O.[K+].[K+].[C:15]([O:19][C:20]([N:22]1[CH2:25][CH:24](Br)[CH2:23]1)=[O:21])([CH3:18])([CH3:17])[CH3:16].C([O-])(O)=O.[Na+]. Product: [C:15]([O:19][C:20]([N:22]1[CH2:25][CH:24]([O:8][C:4]2[CH:5]=[N:6][CH:7]=[C:2]([Br:1])[CH:3]=2)[CH2:23]1)=[O:21])([CH3:18])([CH3:16])[CH3:17]. The catalyst class is: 31. (6) Reactant: ClC(Cl)(O[C:5](=[O:11])[O:6][C:7](Cl)(Cl)Cl)Cl.[F:13][C:14]([F:18])([F:17])CO.N1C=CC=CC=1.FC(F)(F)C(O)=O.[CH3:32][S:33]([C:36]1[CH:57]=[CH:56][C:39]([O:40][C:41]2[N:46]=[CH:45][N:44]=[C:43]3[N:47]([CH:50]4[CH2:55][CH2:54][NH:53][CH2:52][CH2:51]4)[N:48]=[CH:49][C:42]=23)=[CH:38][CH:37]=1)(=[O:35])=[O:34].C(N(C(C)C)CC)(C)C. Product: [F:18][C:14]([F:13])([F:17])[CH2:7][O:6][C:5]([N:53]1[CH2:54][CH2:55][CH:50]([N:47]2[C:43]3=[N:44][CH:45]=[N:46][C:41]([O:40][C:39]4[CH:38]=[CH:37][C:36]([S:33]([CH3:32])(=[O:34])=[O:35])=[CH:57][CH:56]=4)=[C:42]3[CH:49]=[N:48]2)[CH2:51][CH2:52]1)=[O:11]. The catalyst class is: 53.